This data is from HIV replication inhibition screening data with 41,000+ compounds from the AIDS Antiviral Screen. The task is: Binary Classification. Given a drug SMILES string, predict its activity (active/inactive) in a high-throughput screening assay against a specified biological target. (1) The result is 0 (inactive). The drug is Cc1ccc(C(=O)N2CCN(C(=O)c3ccc(C)cc3)c3ccccc32)cc1. (2) The molecule is Cc1ccccc1N(CCC#N)C1=NN(C(=O)CC(=O)Nc2ccc(Cl)cc2)C(c2ccccc2)C1. The result is 0 (inactive). (3) The result is 0 (inactive). The drug is c1ccc(C2Nc3ccccc3C3OCCCC23)cc1. (4) The drug is O=CC12C3CCC1C2C(=O)C3. The result is 0 (inactive). (5) The molecule is Cl.O=C(O)C1(c2ccccc2)CCCNCC1. The result is 0 (inactive).